This data is from Forward reaction prediction with 1.9M reactions from USPTO patents (1976-2016). The task is: Predict the product of the given reaction. (1) Given the reactants [OH:1][CH2:2][C:3]1[CH:4]=[C:5]([CH:16]=[CH:17][C:18]=1[O:19][CH3:20])[CH2:6][CH:7]([C:12]([O:14][CH3:15])=[O:13])[C:8]([O:10][CH3:11])=[O:9].[F:21][C:22]1[CH:27]=[C:26]([F:28])[CH:25]=[CH:24][C:23]=1[N:29]=[C:30]=[O:31], predict the reaction product. The product is: [F:21][C:22]1[CH:27]=[C:26]([F:28])[CH:25]=[CH:24][C:23]=1[NH:29][C:30]([O:1][CH2:2][C:3]1[CH:4]=[C:5]([CH:16]=[CH:17][C:18]=1[O:19][CH3:20])[CH2:6][CH:7]([C:8]([O:10][CH3:11])=[O:9])[C:12]([O:14][CH3:15])=[O:13])=[O:31]. (2) Given the reactants [CH2:1]([O:8][C:9](=[O:23])[NH:10][CH:11]([C:13]1[N:14]=[C:15]2[CH:20]=[CH:19][CH:18]=[N:17][N:16]2[C:21]=1I)[CH3:12])[C:2]1[CH:7]=[CH:6][CH:5]=[CH:4][CH:3]=1.C([Sn](CCCC)(CCCC)[C:29]1[CH:34]=[CH:33][CH:32]=[CH:31][N:30]=1)CCC, predict the reaction product. The product is: [CH2:1]([O:8][C:9](=[O:23])[NH:10][CH:11]([C:13]1[N:14]=[C:15]2[CH:20]=[CH:19][CH:18]=[N:17][N:16]2[C:21]=1[C:29]1[CH:34]=[CH:33][CH:32]=[CH:31][N:30]=1)[CH3:12])[C:2]1[CH:7]=[CH:6][CH:5]=[CH:4][CH:3]=1. (3) The product is: [OH:14][C:12]([C:10]1[NH:9][C:6]2=[N:7][CH:8]=[C:3]([C:1]#[N:2])[CH:4]=[C:5]2[N:11]=1)([C:15]1[C:23]([O:24][CH3:25])=[CH:22][C:21]([CH3:26])=[C:20]2[C:16]=1[CH:17]=[CH:18][NH:19]2)[CH3:13]. Given the reactants [C:1]([C:3]1[CH:4]=[C:5]2[N:11]=[C:10]([C:12]([C:15]3[C:23]([O:24][CH3:25])=[CH:22][C:21]([CH3:26])=[C:20]4[C:16]=3[CH:17]=[CH:18][N:19]4C(OC(C)(C)C)=O)([OH:14])[CH3:13])[NH:9][C:6]2=[N:7][CH:8]=1)#[N:2].C([O-])([O-])=O.[K+].[K+], predict the reaction product. (4) The product is: [F:3][C:4]([F:17])([F:18])[CH:5]([C:7]1[CH:8]=[C:9]([CH:14]=[CH:15][CH:16]=1)[C:10]([OH:12])=[O:11])[OH:6]. Given the reactants [OH-].[Li+].[F:3][C:4]([F:18])([F:17])[CH:5]([C:7]1[CH:8]=[C:9]([CH:14]=[CH:15][CH:16]=1)[C:10]([O:12]C)=[O:11])[OH:6].Cl, predict the reaction product. (5) Given the reactants Br[C:2]1[CH:7]=[CH:6][N:5]=[C:4]([N:8]2[CH2:13][CH2:12][N:11]([C:14]([O:16][C:17]([CH3:20])([CH3:19])[CH3:18])=[O:15])[CH2:10][CH2:9]2)[CH:3]=1.[Cl:21][C:22]1[CH:23]=[CH:24][C:25]([OH:31])=[C:26](B(O)O)[CH:27]=1.C(=O)([O-])[O-].[Na+].[Na+], predict the reaction product. The product is: [Cl:21][C:22]1[CH:27]=[CH:26][C:25]([OH:31])=[C:24]([C:2]2[CH:7]=[CH:6][N:5]=[C:4]([N:8]3[CH2:13][CH2:12][N:11]([C:14]([O:16][C:17]([CH3:20])([CH3:19])[CH3:18])=[O:15])[CH2:10][CH2:9]3)[CH:3]=2)[CH:23]=1.